Dataset: NCI-60 drug combinations with 297,098 pairs across 59 cell lines. Task: Regression. Given two drug SMILES strings and cell line genomic features, predict the synergy score measuring deviation from expected non-interaction effect. (1) Drug 1: CN(C(=O)NC(C=O)C(C(C(CO)O)O)O)N=O. Drug 2: CCC1(C2=C(COC1=O)C(=O)N3CC4=CC5=C(C=CC(=C5CN(C)C)O)N=C4C3=C2)O.Cl. Cell line: DU-145. Synergy scores: CSS=-0.821, Synergy_ZIP=-13.7, Synergy_Bliss=-29.5, Synergy_Loewe=-83.4, Synergy_HSA=-31.8. (2) Drug 1: CN1CCC(CC1)COC2=C(C=C3C(=C2)N=CN=C3NC4=C(C=C(C=C4)Br)F)OC. Drug 2: CC=C1C(=O)NC(C(=O)OC2CC(=O)NC(C(=O)NC(CSSCCC=C2)C(=O)N1)C(C)C)C(C)C. Cell line: TK-10. Synergy scores: CSS=32.1, Synergy_ZIP=-9.97, Synergy_Bliss=-4.81, Synergy_Loewe=-18.2, Synergy_HSA=-2.27. (3) Drug 1: C1=C(C(=O)NC(=O)N1)N(CCCl)CCCl. Drug 2: CC(C)NC(=O)C1=CC=C(C=C1)CNNC.Cl. Cell line: RXF 393. Synergy scores: CSS=20.7, Synergy_ZIP=0.765, Synergy_Bliss=5.73, Synergy_Loewe=-1.92, Synergy_HSA=4.45. (4) Drug 1: COC1=NC(=NC2=C1N=CN2C3C(C(C(O3)CO)O)O)N. Drug 2: C1CN(P(=O)(OC1)NCCCl)CCCl. Cell line: NCI-H322M. Synergy scores: CSS=-3.71, Synergy_ZIP=2.14, Synergy_Bliss=3.30, Synergy_Loewe=-1.37, Synergy_HSA=-1.57.